Dataset: Forward reaction prediction with 1.9M reactions from USPTO patents (1976-2016). Task: Predict the product of the given reaction. (1) Given the reactants [CH:1]1([N:7]2[C:10](=[O:11])[C:9]([CH3:13])([CH3:12])[NH:8]2)[CH2:6][CH2:5][CH2:4][CH2:3][CH2:2]1.[CH3:14][C:15]1[CH:23]=[CH:22][CH:21]=[CH:20][C:16]=1[C:17](Cl)=[O:18], predict the reaction product. The product is: [CH:1]1([N:7]2[C:10](=[O:11])[C:9]([CH3:13])([CH3:12])[N:8]2[C:17]([C:16]2[CH:20]=[CH:21][CH:22]=[CH:23][C:15]=2[CH3:14])=[O:18])[CH2:2][CH2:3][CH2:4][CH2:5][CH2:6]1. (2) Given the reactants [CH2:1]([N:8]1[CH:12]=[C:11]([C:13]([C@@H:15]2[CH2:19][CH2:18][C:17](=O)[N:16]2[CH2:21][CH2:22][NH:23][C:24](=[O:30])[O:25][C:26]([CH3:29])([CH3:28])[CH3:27])=[O:14])[C:10]([CH3:31])=[N:9]1)[C:2]1[CH:7]=[CH:6][CH:5]=[CH:4][CH:3]=1, predict the reaction product. The product is: [CH2:1]([N:8]1[CH:12]=[C:11]([C@@H:13]([OH:14])[C@@H:15]2[CH2:19][CH2:18][CH2:17][N:16]2[CH2:21][CH2:22][NH:23][C:24](=[O:30])[O:25][C:26]([CH3:28])([CH3:29])[CH3:27])[C:10]([CH3:31])=[N:9]1)[C:2]1[CH:3]=[CH:4][CH:5]=[CH:6][CH:7]=1.